From a dataset of Full USPTO retrosynthesis dataset with 1.9M reactions from patents (1976-2016). Predict the reactants needed to synthesize the given product. (1) Given the product [F:1][C:2]1[C:11]([I:12])=[CH:10][C:5]([C:6]([OH:8])=[O:7])=[C:4]([O:13][CH3:14])[CH:3]=1, predict the reactants needed to synthesize it. The reactants are: [F:1][C:2]1[C:11]([I:12])=[CH:10][C:5]([C:6]([O:8]C)=[O:7])=[C:4]([O:13][CH3:14])[CH:3]=1.[OH-].[Li+].CO.Cl. (2) Given the product [CH:34]([NH:35][C:14]1[S:13][C:12]([C:27]2[CH:28]=[C:29]([C:41]3[CH:46]=[CH:45][CH:44]=[CH:43][CH:42]=3)[C:30]3[N:31]([CH:33]=[C:34]([CH2:36][C:37]([O:39][CH3:40])=[O:38])[N:35]=3)[CH:32]=2)=[N:16][CH:15]=1)([CH3:36])[CH3:33], predict the reactants needed to synthesize it. The reactants are: C(N([C:12]1[S:13][C:14](B2OC(C)(C)C(C)(C)O2)=[CH:15][N:16]=1)C(=O)OC(C)(C)C)(C)C.Br[C:27]1[CH:28]=[C:29]([C:41]2[CH:46]=[CH:45][CH:44]=[CH:43][CH:42]=2)[C:30]2[N:31]([CH:33]=[C:34]([CH2:36][C:37]([O:39][CH3:40])=[O:38])[N:35]=2)[CH:32]=1. (3) Given the product [NH2:11][C:12]1[C:13]([C:23]([OH:25])=[O:24])=[N:14][C:15]2[C:20]([CH:21]=1)=[CH:19][CH:18]=[C:17]([CH:36]=[CH2:37])[CH:16]=2, predict the reactants needed to synthesize it. The reactants are: C(OC([NH:11][C:12]1[C:13]([C:23]([O:25]CC)=[O:24])=[N:14][C:15]2[C:20]([CH:21]=1)=[CH:19][CH:18]=[C:17](Br)[CH:16]=2)=O)C1C=CC=CC=1.[O-]P([O-])([O-])=O.[K+].[K+].[K+].[CH3:36][C:37]1(C)C(C)(C)OB(C=C)O1.[OH-].[Na+]. (4) Given the product [C:30]([O:29][C:27]([C:26]1[C:25]([OH:34])=[C:24]([C:42]([F:43])([F:44])[F:45])[CH:23]=[CH:22][C:21]=1[CH2:20][O:17][C:14]1[CH:15]=[CH:16][C:11]([C:7]2[S:6][C:5]([CH2:4][C:3]([OH:2])=[O:18])=[CH:9][C:8]=2[CH3:10])=[CH:12][CH:13]=1)=[O:28])([CH3:33])([CH3:31])[CH3:32], predict the reactants needed to synthesize it. The reactants are: C[O:2][C:3](=[O:18])[CH2:4][C:5]1[S:6][C:7]([C:11]2[CH:16]=[CH:15][C:14]([OH:17])=[CH:13][CH:12]=2)=[C:8]([CH3:10])[CH:9]=1.Br[CH2:20][C:21]1[C:26]([C:27]([O:29][C:30]([CH3:33])([CH3:32])[CH3:31])=[O:28])=[C:25]([O:34]C(OC(C)(C)C)=O)[C:24]([C:42]([F:45])([F:44])[F:43])=[CH:23][CH:22]=1. (5) Given the product [CH2:1]([N:8]1[C:9]([CH3:10])([CH3:11])[CH2:14][CH:22]=[C:16]([C:17]([O:19][CH2:20][CH3:21])=[O:18])[CH2:15]1)[C:2]1[CH:3]=[CH:4][CH:5]=[CH:6][CH:7]=1, predict the reactants needed to synthesize it. The reactants are: [CH2:1]([N:8]([CH2:15][C:16](=[CH2:22])[C:17]([O:19][CH2:20][CH3:21])=[O:18])[C:9]([CH3:14])([CH2:11]C=C)[CH3:10])[C:2]1[CH:7]=[CH:6][CH:5]=[CH:4][CH:3]=1.O.C1(C)C=CC(S(O)(=O)=O)=CC=1. (6) Given the product [C:9]([O:13][C:14]([N:16]1[CH2:17][CH:18]=[C:19]([O:22][S:30]([C:33]([F:36])([F:35])[F:34])(=[O:32])=[O:31])[CH2:20][CH2:21]1)=[O:15])([CH3:12])([CH3:10])[CH3:11], predict the reactants needed to synthesize it. The reactants are: C(NC(C)C)(C)C.[Li].[C:9]([O:13][C:14]([N:16]1[CH2:21][CH2:20][C:19](=[O:22])[CH2:18][CH2:17]1)=[O:15])([CH3:12])([CH3:11])[CH3:10].C1C=CC(N([S:30]([C:33]([F:36])([F:35])[F:34])(=[O:32])=[O:31])[S:30]([C:33]([F:36])([F:35])[F:34])(=[O:32])=[O:31])=CC=1. (7) Given the product [C:35]([CH2:34][N:29]1[CH:30]=[CH:31][N:32]=[C:28]1[S:27][C:26]1[CH:25]=[CH:24][C:4]([NH:5][C:6]2[C:15]3[C:10](=[CH:11][CH:12]=[CH:13][C:14]=3[O:16][CH:17]3[CH2:22][CH2:21][N:20]([CH3:23])[CH2:19][CH2:18]3)[N:9]=[CH:8][N:7]=2)=[CH:3][C:2]=1[F:1])#[N:36], predict the reactants needed to synthesize it. The reactants are: [F:1][C:2]1[CH:3]=[C:4]([CH:24]=[CH:25][C:26]=1[S:27][C:28]1[NH:29][CH:30]=[CH:31][N:32]=1)[NH:5][C:6]1[C:15]2[C:10](=[CH:11][CH:12]=[CH:13][C:14]=2[O:16][CH:17]2[CH2:22][CH2:21][N:20]([CH3:23])[CH2:19][CH2:18]2)[N:9]=[CH:8][N:7]=1.Cl[CH2:34][C:35]#[N:36].